From a dataset of CYP3A4 inhibition data for predicting drug metabolism from PubChem BioAssay. Regression/Classification. Given a drug SMILES string, predict its absorption, distribution, metabolism, or excretion properties. Task type varies by dataset: regression for continuous measurements (e.g., permeability, clearance, half-life) or binary classification for categorical outcomes (e.g., BBB penetration, CYP inhibition). Dataset: cyp3a4_veith. (1) The drug is COC(=O)CSC(C(=O)Nc1ccc(C)c(C)c1)c1ccccc1. The result is 1 (inhibitor). (2) The molecule is Clc1ccc2c(NC3CCC(N4CCCCC4)CC3)ccnc2c1. The result is 0 (non-inhibitor). (3) The result is 0 (non-inhibitor). The molecule is NS(=O)(=O)c1ccc(N=C2C(=O)Nc3ccccc32)cc1.